This data is from NCI-60 drug combinations with 297,098 pairs across 59 cell lines. The task is: Regression. Given two drug SMILES strings and cell line genomic features, predict the synergy score measuring deviation from expected non-interaction effect. (1) Drug 1: CC(C)(C#N)C1=CC(=CC(=C1)CN2C=NC=N2)C(C)(C)C#N. Drug 2: N.N.Cl[Pt+2]Cl. Cell line: K-562. Synergy scores: CSS=7.03, Synergy_ZIP=4.01, Synergy_Bliss=-2.62, Synergy_Loewe=-13.7, Synergy_HSA=-12.1. (2) Drug 1: CN1CCC(CC1)COC2=C(C=C3C(=C2)N=CN=C3NC4=C(C=C(C=C4)Br)F)OC. Drug 2: CC12CCC3C(C1CCC2O)C(CC4=C3C=CC(=C4)O)CCCCCCCCCS(=O)CCCC(C(F)(F)F)(F)F. Cell line: RXF 393. Synergy scores: CSS=13.3, Synergy_ZIP=-4.57, Synergy_Bliss=0.559, Synergy_Loewe=1.62, Synergy_HSA=1.85. (3) Drug 1: C1CCC(CC1)NC(=O)N(CCCl)N=O. Drug 2: CC1CCC2CC(C(=CC=CC=CC(CC(C(=O)C(C(C(=CC(C(=O)CC(OC(=O)C3CCCCN3C(=O)C(=O)C1(O2)O)C(C)CC4CCC(C(C4)OC)O)C)C)O)OC)C)C)C)OC. Cell line: MCF7. Synergy scores: CSS=14.3, Synergy_ZIP=-15.9, Synergy_Bliss=-12.6, Synergy_Loewe=-21.6, Synergy_HSA=-8.93. (4) Drug 1: C1CC(=O)NC(=O)C1N2C(=O)C3=CC=CC=C3C2=O. Drug 2: N.N.Cl[Pt+2]Cl. Cell line: CCRF-CEM. Synergy scores: CSS=47.1, Synergy_ZIP=2.56, Synergy_Bliss=3.89, Synergy_Loewe=-20.8, Synergy_HSA=2.10.